From a dataset of Catalyst prediction with 721,799 reactions and 888 catalyst types from USPTO. Predict which catalyst facilitates the given reaction. (1) Reactant: [CH3:1][C:2]([CH2:13][CH2:14][CH2:15][CH:16]([CH3:23])[CH2:17][CH2:18][CH2:19][CH:20]([CH3:22])[CH3:21])=[CH:3][CH2:4][C:5]([O:7][CH2:8][CH:9]([CH2:11][OH:12])[OH:10])=[O:6]. Product: [CH3:1][C:2]([CH2:13][CH2:14][CH2:15][CH:16]([CH3:23])[CH2:17][CH2:18][CH2:19][CH:20]([CH3:22])[CH3:21])=[CH:3][CH2:4][C:5]([O:7][CH2:8][CH:9]([CH2:11][OH:12])[OH:10])=[O:6].[OH2:6]. The catalyst class is: 6. (2) Reactant: C1(P(C2C=CC=CC=2)C2C=CC=CC=2)C=CC=CC=1.C(O)(=O)C1C=CC=CC=1.[Si:29]([O:36][C@H:37]1[C@H:41]2[O:42][CH2:43][C@@H:44]([OH:45])[C@H:40]2[O:39][CH2:38]1)([C:32]([CH3:35])([CH3:34])[CH3:33])([CH3:31])[CH3:30].CC(OC(/N=N/C(OC(C)C)=O)=O)C.[OH-].[Na+].C(=O)(O)[O-].[Na+]. Product: [Si:29]([O:36][C@H:37]1[C@H:41]2[O:42][CH2:43][C@H:44]([OH:45])[C@H:40]2[O:39][CH2:38]1)([C:32]([CH3:35])([CH3:33])[CH3:34])([CH3:31])[CH3:30]. The catalyst class is: 1. (3) Reactant: [N:1]1[CH:6]=[CH:5][CH:4]=[CH:3][C:2]=1[CH:7]([NH2:9])[CH3:8].[C:10]([O:14][C:15]([N:17]1[C@@H:21]([C@H:22]([O:29][Si:30]([C:33]([CH3:36])([CH3:35])[CH3:34])([CH3:32])[CH3:31])[C:23]2[CH:28]=[CH:27][CH:26]=[CH:25][CH:24]=2)[CH2:20][CH2:19][C@H:18]1[CH2:37][C:38]1[CH:46]=[CH:45][C:41]([C:42](O)=[O:43])=[CH:40][CH:39]=1)=[O:16])([CH3:13])([CH3:12])[CH3:11].CN(C(ON1N=NC2C=CC=NC1=2)=[N+](C)C)C.F[P-](F)(F)(F)(F)F.CCN(C(C)C)C(C)C. Product: [Si:30]([O:29][C@H:22]([C:23]1[CH:24]=[CH:25][CH:26]=[CH:27][CH:28]=1)[C@H:21]1[CH2:20][CH2:19][C@@H:18]([CH2:37][C:38]2[CH:39]=[CH:40][C:41]([C:42](=[O:43])[NH:9][CH:7]([C:2]3[CH:3]=[CH:4][CH:5]=[CH:6][N:1]=3)[CH3:8])=[CH:45][CH:46]=2)[N:17]1[C:15]([O:14][C:10]([CH3:11])([CH3:12])[CH3:13])=[O:16])([C:33]([CH3:34])([CH3:35])[CH3:36])([CH3:32])[CH3:31]. The catalyst class is: 3. (4) Reactant: [OH-].[Na+].[OH:3][C:4]1[CH:9]=[CH:8][C:7]([S:10]([NH2:13])(=[O:12])=[O:11])=[CH:6][CH:5]=1.[C:14](OC(=O)C)(=[O:16])[CH3:15]. Product: [S:10]([C:7]1[CH:8]=[CH:9][C:4]([O:3][C:14](=[O:16])[CH3:15])=[CH:5][CH:6]=1)(=[O:11])(=[O:12])[NH2:13]. The catalyst class is: 6.